This data is from Forward reaction prediction with 1.9M reactions from USPTO patents (1976-2016). The task is: Predict the product of the given reaction. Given the reactants [OH:1][CH:2]([CH:13]([CH3:15])[CH3:14])[CH2:3][O:4][C:5]1[CH:6]=[C:7]([CH:10]=[CH:11][CH:12]=1)[CH:8]=[O:9].[C:16](#[N:18])[CH3:17], predict the reaction product. The product is: [OH:9][CH:8]([C:7]1[CH:10]=[CH:11][CH:12]=[C:5]([O:4][CH2:3][CH:2]([OH:1])[CH:13]([CH3:15])[CH3:14])[CH:6]=1)[CH2:17][C:16]#[N:18].